Dataset: Forward reaction prediction with 1.9M reactions from USPTO patents (1976-2016). Task: Predict the product of the given reaction. Given the reactants [CH3:1][O:2][C:3](=[O:18])[C:4]1[CH:9]=[C:8]([N+:10]([O-:12])=[O:11])[C:7]([C:13]([F:16])([F:15])[F:14])=[CH:6][C:5]=1[NH2:17].[C:19](Cl)(Cl)=[O:20], predict the reaction product. The product is: [CH3:1][O:2][C:3](=[O:18])[C:4]1[CH:9]=[C:8]([N+:10]([O-:12])=[O:11])[C:7]([C:13]([F:16])([F:15])[F:14])=[CH:6][C:5]=1[N:17]=[C:19]=[O:20].